From a dataset of Forward reaction prediction with 1.9M reactions from USPTO patents (1976-2016). Predict the product of the given reaction. Given the reactants ClC1C(F)=C(F)C=C2C=1[N:10]([C:12]1[CH:17]=[CH:16][C:15]([CH2:18][N:19]3[CH2:23][CH2:22][CH2:21][CH2:20]3)=[CH:14][CH:13]=1)C=C(C(OCC)=O)C2=O.FC1C=C(CN2CCCC2)C=CC=1N, predict the reaction product. The product is: [N:19]1([CH2:18][C:15]2[CH:14]=[CH:13][C:12]([NH2:10])=[CH:17][CH:16]=2)[CH2:23][CH2:22][CH2:21][CH2:20]1.